Dataset: Reaction yield outcomes from USPTO patents with 853,638 reactions. Task: Predict the reaction yield, written as a fraction of the theoretical maximum amount of product (1.0 means a 100% yield; for example, 0.34 means a 34% yield). (1) The reactants are C(O[C:6]([N:8]1[CH2:12][CH2:11][CH2:10][C@@H:9]1[CH2:13][O:14][C:15]1[CH:20]=[CH:19][C:18]([O:21][C:22]2[CH:27]=[CH:26][C:25]([C:28]3([C:31]#N)[CH2:30][CH2:29]3)=[CH:24][CH:23]=2)=[CH:17][CH:16]=1)=O)(C)(C)C.CC(C[AlH]CC(C)C)C.Cl.C([O-])(O)=[O:44].[Na+]. The catalyst is C1(C)C=CC=CC=1. The product is [CH3:6][N:8]1[CH2:12][CH2:11][CH2:10][C@@H:9]1[CH2:13][O:14][C:15]1[CH:16]=[CH:17][C:18]([O:21][C:22]2[CH:23]=[CH:24][C:25]([C:28]3([CH:31]=[O:44])[CH2:29][CH2:30]3)=[CH:26][CH:27]=2)=[CH:19][CH:20]=1. The yield is 0.650. (2) The reactants are O(P(O[C:18]1[N:19]([C:24]([O:26][C:27]([CH3:30])([CH3:29])[CH3:28])=[O:25])[CH2:20][CH2:21][O:22][CH:23]=1)(OC1C=CC=CC=1)=O)C1C=CC=CC=1.[Cl:31][C:32]1[CH:33]=[CH:34][C:35]([O:41][CH2:42][CH3:43])=[C:36](B(O)O)[CH:37]=1. No catalyst specified. The product is [Cl:31][C:32]1[CH:37]=[CH:36][C:35]([O:41][CH2:42][CH3:43])=[C:34]([C:18]2[N:19]([C:24]([O:26][C:27]([CH3:28])([CH3:29])[CH3:30])=[O:25])[CH2:20][CH2:21][O:22][CH:23]=2)[CH:33]=1. The yield is 0.240.